From a dataset of Forward reaction prediction with 1.9M reactions from USPTO patents (1976-2016). Predict the product of the given reaction. (1) Given the reactants [NH2:1][CH2:2][CH:3]([OH:6])[CH2:4][OH:5].[F:7][C:8]([F:15])([F:14])[C:9](OCC)=[O:10], predict the reaction product. The product is: [OH:6][CH:3]([CH2:4][OH:5])[CH2:2][NH:1][C:9](=[O:10])[C:8]([F:15])([F:14])[F:7]. (2) Given the reactants [NH2:1][C:2]1[C:7]2=[C:8]([C:16]3[CH:21]=[CH:20][C:19]([N+:22]([O-:24])=[O:23])=[CH:18][CH:17]=3)[C:9]([C:11]([O:13]CC)=[O:12])=[CH:10][N:6]2[N:5]=[CH:4][N:3]=1.[OH-].[Na+].Cl, predict the reaction product. The product is: [NH2:1][C:2]1[C:7]2=[C:8]([C:16]3[CH:17]=[CH:18][C:19]([N+:22]([O-:24])=[O:23])=[CH:20][CH:21]=3)[C:9]([C:11]([OH:13])=[O:12])=[CH:10][N:6]2[N:5]=[CH:4][N:3]=1. (3) The product is: [NH2:1][C:2]1[N:10]=[CH:9][CH:8]=[CH:7][C:3]=1[C:4]([O:6][CH2:19][CH:18]=[CH2:17])=[O:5]. Given the reactants [NH2:1][C:2]1[N:10]=[CH:9][CH:8]=[CH:7][C:3]=1[C:4]([OH:6])=[O:5].C(=O)([O-])[O-].[K+].[K+].[CH2:17](Br)[CH:18]=[CH2:19].C(=O)(O)[O-].[Na+], predict the reaction product. (4) Given the reactants [Si:1]([O:8][CH2:9][C:10]1[CH:15]=[CH:14][N:13]=[C:12]([NH2:16])[CH:11]=1)([C:4]([CH3:7])([CH3:6])[CH3:5])([CH3:3])[CH3:2].[C:17]([N:25]=[C:26]=[S:27])(=[O:24])[C:18]1[CH:23]=[CH:22][CH:21]=[CH:20][CH:19]=1, predict the reaction product. The product is: [Si:1]([O:8][CH2:9][C:10]1[CH:15]=[CH:14][N:13]=[C:12]([NH:16][C:26]([NH:25][C:17](=[O:24])[C:18]2[CH:19]=[CH:20][CH:21]=[CH:22][CH:23]=2)=[S:27])[CH:11]=1)([C:4]([CH3:7])([CH3:6])[CH3:5])([CH3:3])[CH3:2]. (5) Given the reactants BrN1C(=[O:7])CCC1=O.N(C(C)(C)C#N)=NC(C)(C)C#N.[CH2:21]([O:23][C:24](=[O:33])[CH2:25][C:26]1[CH:31]=[CH:30][CH:29]=[C:28]([CH3:32])[CH:27]=1)[CH3:22], predict the reaction product. The product is: [CH2:21]([O:23][C:24](=[O:33])[CH2:25][C:26]1[CH:31]=[CH:30][CH:29]=[C:28]([CH:32]=[O:7])[CH:27]=1)[CH3:22]. (6) Given the reactants [CH3:1][C@H:2]([OH:5])[CH2:3][NH2:4].[N+:6]([O-:9])([OH:8])=[O:7].C(OC(=O)C)(=O)C, predict the reaction product. The product is: [N+:6]([O-:9])([OH:8])=[O:7].[N+:6]([O:5][C@@H:2]([CH3:1])[CH2:3][NH2:4])([O-:8])=[O:7]. (7) Given the reactants [CH3:1][O:2][CH2:3][CH2:4][N:5]1[C@H:11]([C:12]2[CH:17]=[CH:16][CH:15]=[CH:14][CH:13]=2)[CH:10]=[CH:9][CH2:8][CH:7]([N:18]2C(=O)C3C(=CC=CC=3)C2=O)[C:6]1=[O:29].O.NN, predict the reaction product. The product is: [NH2:18][C@@H:7]1[CH2:8][CH:9]=[CH:10][C@@H:11]([C:12]2[CH:13]=[CH:14][CH:15]=[CH:16][CH:17]=2)[N:5]([CH2:4][CH2:3][O:2][CH3:1])[C:6]1=[O:29].[NH2:18][C@H:7]1[CH2:8][CH:9]=[CH:10][C@@H:11]([C:12]2[CH:13]=[CH:14][CH:15]=[CH:16][CH:17]=2)[N:5]([CH2:4][CH2:3][O:2][CH3:1])[C:6]1=[O:29].